This data is from Forward reaction prediction with 1.9M reactions from USPTO patents (1976-2016). The task is: Predict the product of the given reaction. (1) Given the reactants [OH:1][C:2]1[CH:3]=[C:4]([CH:8]=[C:9]([O:11][C:12]([F:15])([F:14])[F:13])[CH:10]=1)[C:5]([OH:7])=[O:6].[Si](Cl)(C)(C)[CH3:17], predict the reaction product. The product is: [OH:1][C:2]1[CH:3]=[C:4]([CH:8]=[C:9]([O:11][C:12]([F:13])([F:14])[F:15])[CH:10]=1)[C:5]([O:7][CH3:17])=[O:6]. (2) Given the reactants [OH:1][C:2]1[CH:7]=[C:6]([CH3:8])[C:5]([NH:9][CH:10]=[O:11])=[C:4]([CH3:12])[C:3]=1[CH3:13].C(=O)([O-])[O-].[K+].[K+].CN(C)C=O.Cl[CH2:26][C:27]([CH3:36])=[CH:28][C:29]1[CH:34]=[CH:33][C:32]([CH3:35])=[CH:31][CH:30]=1, predict the reaction product. The product is: [CH3:12][C:4]1[C:3]([CH3:13])=[C:2]([O:1][CH2:26][C:27]([CH3:36])=[CH:28][C:29]2[CH:30]=[CH:31][C:32]([CH3:35])=[CH:33][CH:34]=2)[CH:7]=[C:6]([CH3:8])[C:5]=1[NH:9][CH:10]=[O:11]. (3) Given the reactants [CH3:1][N:2]([C:25]([NH:27][CH:28]([CH3:30])[CH3:29])=[O:26])[C:3]1[CH:4]=[CH:5][C:6]([N+:22]([O-])=O)=[C:7]([NH:9][C:10](=[O:21])[CH2:11][C:12]2[CH:17]=[CH:16][C:15]([O:18][CH2:19][CH3:20])=[CH:14][CH:13]=2)[CH:8]=1, predict the reaction product. The product is: [NH2:22][C:6]1[CH:5]=[CH:4][C:3]([N:2]([CH3:1])[C:25]([NH:27][CH:28]([CH3:29])[CH3:30])=[O:26])=[CH:8][C:7]=1[NH:9][C:10](=[O:21])[CH2:11][C:12]1[CH:13]=[CH:14][C:15]([O:18][CH2:19][CH3:20])=[CH:16][CH:17]=1. (4) Given the reactants [Br:1][C:2]1[CH:7]=[CH:6][CH:5]=[C:4]([Br:8])[N:3]=1.[C:9]1(B(O)O)[CH:14]=[CH:13][CH:12]=[CH:11][CH:10]=1.C([O-])([O-])=O.[Na+].[Na+], predict the reaction product. The product is: [Br:8][C:4]1[CH:5]=[CH:6][CH:7]=[C:2]([C:9]2[CH:14]=[CH:13][CH:12]=[CH:11][CH:10]=2)[N:3]=1.[Br:1][C:2]1[CH:7]=[CH:6][CH:5]=[C:4]([Br:8])[N:3]=1.[C:9]1([C:2]2[CH:7]=[CH:6][CH:5]=[C:4]([C:9]3[CH:14]=[CH:13][CH:12]=[CH:11][CH:10]=3)[N:3]=2)[CH:14]=[CH:13][CH:12]=[CH:11][CH:10]=1. (5) Given the reactants [Br:1][C:2]1[CH:3]=[C:4]([C:8]2([C:16]3[CH:21]=[CH:20][CH:19]=[C:18]([OH:22])[CH:17]=3)[NH:12][C:11](=[S:13])[N:10]([CH3:14])[C:9]2=[O:15])[CH:5]=[CH:6][CH:7]=1.[N:23]1([S:29](Cl)(=[O:31])=[O:30])[CH2:28][CH2:27][O:26][CH2:25][CH2:24]1, predict the reaction product. The product is: [N:23]1([S:29]([O:22][C:18]2[CH:19]=[CH:20][CH:21]=[C:16]([C:8]3([C:4]4[CH:5]=[CH:6][CH:7]=[C:2]([Br:1])[CH:3]=4)[C:9](=[O:15])[N:10]([CH3:14])[C:11](=[S:13])[NH:12]3)[CH:17]=2)(=[O:31])=[O:30])[CH2:28][CH2:27][O:26][CH2:25][CH2:24]1. (6) Given the reactants [C:1]([O:4][C:5]1[CH:10]=[C:9]([O:11][C:12](=O)[CH3:13])[CH:8]=[C:7]([O:15][C:16](=O)[CH3:17])[CH:6]=1)(=O)[CH3:2].C(Br)[C:20]1[CH:25]=[CH:24][CH:23]=[CH:22]C=1.[H-].[Na+].[H][H], predict the reaction product. The product is: [CH2:1]([O:4][C:5]1[CH:10]=[C:9]([O:11][CH2:12][C:13]2[CH:9]=[CH:10][CH:5]=[CH:6][CH:7]=2)[CH:8]=[C:7]([O:15][CH2:16][C:17]2[CH:22]=[CH:23][CH:24]=[CH:25][CH:20]=2)[CH:6]=1)[C:2]1[CH:20]=[CH:25][CH:24]=[CH:23][CH:22]=1.